Dataset: Full USPTO retrosynthesis dataset with 1.9M reactions from patents (1976-2016). Task: Predict the reactants needed to synthesize the given product. (1) The reactants are: [CH2:1]([O:3][C:4]1[CH:13]=[CH:12][C:7]2[N:8]=[C:9]([NH2:11])[S:10][C:6]=2[CH:5]=1)[CH3:2].[Cl:14][C:15]1[CH:23]=[CH:22][C:18]([C:19](Cl)=[O:20])=[CH:17][CH:16]=1.Br[CH:25]([CH2:30][CH3:31])[C:26]([O:28]C)=[O:27].COC1C=CC2N=C(N)SC=2C=1.ClC1C=C(C=CC=1)C(Cl)=O.BrCC(OCC)=O. Given the product [Cl:14][C:15]1[CH:23]=[CH:22][C:18]([C:19]([N:11]=[C:9]2[N:8]([CH:25]([CH2:30][CH3:31])[C:26]([OH:28])=[O:27])[C:7]3[CH:12]=[CH:13][C:4]([O:3][CH2:1][CH3:2])=[CH:5][C:6]=3[S:10]2)=[O:20])=[CH:17][CH:16]=1, predict the reactants needed to synthesize it. (2) Given the product [CH2:1]([S:8](/[CH:11]=[CH:12]/[C:19]1[CH:22]=[CH:23][C:16]([Cl:15])=[CH:17][CH:18]=1)(=[O:10])=[O:9])[C:2]1[CH:7]=[CH:6][CH:5]=[CH:4][CH:3]=1, predict the reactants needed to synthesize it. The reactants are: [CH2:1]([S:8]([CH2:11][C:12](O)=O)(=[O:10])=[O:9])[C:2]1[CH:7]=[CH:6][CH:5]=[CH:4][CH:3]=1.[Cl:15][C:16]1[CH:23]=[CH:22][C:19](C=O)=[CH:18][CH:17]=1.